From a dataset of Full USPTO retrosynthesis dataset with 1.9M reactions from patents (1976-2016). Predict the reactants needed to synthesize the given product. (1) Given the product [N:1]([CH:4]([C:6]1[N:7]=[C:8]2[S:16][CH:15]=[CH:14][N:9]2[C:10](=[O:13])[C:11]=1[C:17]1[CH:22]=[CH:21][CH:20]=[CH:19][CH:18]=1)[CH3:5])=[N+:2]=[N-:3], predict the reactants needed to synthesize it. The reactants are: [N:1]([CH:4]([C:6]1[N:7]=[C:8]2[S:16][CH:15]=[CH:14][N:9]2[C:10](=[O:13])[C:11]=1Br)[CH3:5])=[N+:2]=[N-:3].[C:17]1(B(O)O)[CH:22]=[CH:21][CH:20]=[CH:19][CH:18]=1.C(=O)([O-])[O-].[Na+].[Na+].O. (2) Given the product [Cl:28][C:29]1[CH:30]=[CH:31][C:32]([C:35]2[N:36]=[C:37]3[CH:42]=[CH:41][C:40]([C:43]([NH:50][C@H:51]4[CH2:56][CH2:55][C@H:54]([OH:57])[CH2:53][CH2:52]4)=[O:44])=[CH:39][N:38]3[C:46]=2[CH2:47][OH:48])=[CH:33][CH:34]=1, predict the reactants needed to synthesize it. The reactants are: C(N(C(C)C)CC)(C)C.CCCP1(OP(CCC)(=O)OP(CCC)(=O)O1)=O.[Cl:28][C:29]1[CH:34]=[CH:33][C:32]([C:35]2[N:36]=[C:37]3[CH:42]=[CH:41][C:40]([C:43]([O-])=[O:44])=[CH:39][N:38]3[C:46]=2[CH2:47][OH:48])=[CH:31][CH:30]=1.[Na+].[NH2:50][C@H:51]1[CH2:56][CH2:55][C@H:54]([OH:57])[CH2:53][CH2:52]1. (3) Given the product [C:1]([C:3]1[CH:4]=[C:5]([NH:10][C:11]([C:13]2[CH:14]=[C:15]([S:19](=[O:21])(=[O:20])[NH:28][C:25]3([C:24]([F:30])([F:29])[F:23])[CH2:27][CH2:26]3)[S:16][C:17]=2[CH3:18])=[O:12])[CH:6]=[CH:7][C:8]=1[F:9])#[N:2], predict the reactants needed to synthesize it. The reactants are: [C:1]([C:3]1[CH:4]=[C:5]([NH:10][C:11]([C:13]2[CH:14]=[C:15]([S:19](Cl)(=[O:21])=[O:20])[S:16][C:17]=2[CH3:18])=[O:12])[CH:6]=[CH:7][C:8]=1[F:9])#[N:2].[F:23][C:24]([F:30])([F:29])[C:25]1([NH2:28])[CH2:27][CH2:26]1. (4) Given the product [C:1]([O:5][C:6](=[O:19])[NH:7][CH2:8][C:9]1[C:17]2[S:16][CH:15]=[C:14]([C:21]#[N:23])[C:13]=2[CH:12]=[CH:11][CH:10]=1)([CH3:4])([CH3:3])[CH3:2], predict the reactants needed to synthesize it. The reactants are: [C:1]([O:5][C:6](=[O:19])[NH:7][CH2:8][C:9]1[C:17]2[S:16][CH:15]=[C:14](Br)[C:13]=2[CH:12]=[CH:11][CH:10]=1)([CH3:4])([CH3:3])[CH3:2].C[C:21]([N:23](C)C)=O. (5) Given the product [NH2:13][C:12]1[CH:11]=[CH:10][C:5]([C:6]([NH:8][CH3:9])=[O:7])=[CH:4][C:3]=1[O:2][CH3:1], predict the reactants needed to synthesize it. The reactants are: [CH3:1][O:2][C:3]1[CH:4]=[C:5]([CH:10]=[CH:11][C:12]=1[N+:13]([O-])=O)[C:6]([NH:8][CH3:9])=[O:7].[Sn](Cl)(Cl)(Cl)Cl.[OH-].[Na+].